Dataset: Full USPTO retrosynthesis dataset with 1.9M reactions from patents (1976-2016). Task: Predict the reactants needed to synthesize the given product. (1) Given the product [Cl:1][C:2]1[CH:3]=[C:4]([N:10]2[C:14]([C:15](=[O:16])[C:25]3[CH:26]=[CH:27][C:22]([Cl:21])=[CH:23][CH:24]=3)=[CH:13][N:12]=[CH:11]2)[CH:5]=[CH:6][C:7]=1[C:8]#[N:9], predict the reactants needed to synthesize it. The reactants are: [Cl:1][C:2]1[CH:3]=[C:4]([N:10]2[C:14]([C:15](N(OC)C)=[O:16])=[CH:13][N:12]=[CH:11]2)[CH:5]=[CH:6][C:7]=1[C:8]#[N:9].[Cl:21][C:22]1[CH:27]=[CH:26][C:25]([Mg]Br)=[CH:24][CH:23]=1.CCCCCCC. (2) Given the product [C:3]([O:4][C@@H:3]1[C@@H:5]([O:6][C:5](=[O:6])[CH3:7])[C@@H:7]([O:8][C:34](=[O:33])[CH3:35])[C@@H:9]([CH2:11][O:12][C:17](=[O:19])[CH3:18])[O:10][C@H:2]1[S:26][C:20]1[CH:25]=[CH:24][CH:23]=[CH:22][CH:21]=1)(=[O:4])[CH3:2], predict the reactants needed to synthesize it. The reactants are: O=[CH:2][C@@H:3]([C@H:5]([C@H:7]([C@@H:9]([CH2:11][OH:12])[OH:10])[OH:8])[OH:6])[OH:4].C(O[C:17](=[O:19])[CH3:18])(=O)C.[C:20]1([SH:26])[CH:25]=[CH:24][CH:23]=[CH:22][CH:21]=1.B(F)(F)F.CC[O:33][CH2:34][CH3:35].